From a dataset of NCI-60 drug combinations with 297,098 pairs across 59 cell lines. Regression. Given two drug SMILES strings and cell line genomic features, predict the synergy score measuring deviation from expected non-interaction effect. (1) Drug 1: C1CCC(C1)C(CC#N)N2C=C(C=N2)C3=C4C=CNC4=NC=N3. Drug 2: CC1=C(C=C(C=C1)NC2=NC=CC(=N2)N(C)C3=CC4=NN(C(=C4C=C3)C)C)S(=O)(=O)N.Cl. Cell line: A498. Synergy scores: CSS=1.24, Synergy_ZIP=1.38, Synergy_Bliss=4.84, Synergy_Loewe=-0.202, Synergy_HSA=1.38. (2) Drug 1: C1=CC(=CC=C1CCC2=CNC3=C2C(=O)NC(=N3)N)C(=O)NC(CCC(=O)O)C(=O)O. Drug 2: CCC(=C(C1=CC=CC=C1)C2=CC=C(C=C2)OCCN(C)C)C3=CC=CC=C3.C(C(=O)O)C(CC(=O)O)(C(=O)O)O. Cell line: SK-MEL-28. Synergy scores: CSS=13.5, Synergy_ZIP=-2.00, Synergy_Bliss=2.08, Synergy_Loewe=-6.17, Synergy_HSA=-0.0753. (3) Drug 1: C1CN1C2=NC(=NC(=N2)N3CC3)N4CC4. Drug 2: CN1C2=C(C=C(C=C2)N(CCCl)CCCl)N=C1CCCC(=O)O.Cl. Cell line: HCC-2998. Synergy scores: CSS=1.74, Synergy_ZIP=-2.37, Synergy_Bliss=-2.12, Synergy_Loewe=-15.0, Synergy_HSA=-9.20. (4) Drug 1: CN(C(=O)NC(C=O)C(C(C(CO)O)O)O)N=O. Drug 2: COCCOC1=C(C=C2C(=C1)C(=NC=N2)NC3=CC=CC(=C3)C#C)OCCOC.Cl. Cell line: KM12. Synergy scores: CSS=-39.0, Synergy_ZIP=15.4, Synergy_Bliss=4.75, Synergy_Loewe=-36.3, Synergy_HSA=-34.6. (5) Drug 1: COC1=NC(=NC2=C1N=CN2C3C(C(C(O3)CO)O)O)N. Drug 2: N.N.Cl[Pt+2]Cl. Cell line: SW-620. Synergy scores: CSS=26.2, Synergy_ZIP=-4.20, Synergy_Bliss=0.465, Synergy_Loewe=-12.6, Synergy_HSA=2.61. (6) Drug 1: C(CC(=O)O)C(=O)CN.Cl. Drug 2: C1C(C(OC1N2C=NC(=NC2=O)N)CO)O. Cell line: HOP-62. Synergy scores: CSS=9.44, Synergy_ZIP=2.06, Synergy_Bliss=6.43, Synergy_Loewe=-1.60, Synergy_HSA=2.58. (7) Drug 1: CC1CCC2CC(C(=CC=CC=CC(CC(C(=O)C(C(C(=CC(C(=O)CC(OC(=O)C3CCCCN3C(=O)C(=O)C1(O2)O)C(C)CC4CCC(C(C4)OC)O)C)C)O)OC)C)C)C)OC. Drug 2: B(C(CC(C)C)NC(=O)C(CC1=CC=CC=C1)NC(=O)C2=NC=CN=C2)(O)O. Cell line: OVCAR-5. Synergy scores: CSS=44.5, Synergy_ZIP=-4.27, Synergy_Bliss=-0.931, Synergy_Loewe=-6.55, Synergy_HSA=-0.120. (8) Drug 1: COC1=C(C=C2C(=C1)N=CN=C2NC3=CC(=C(C=C3)F)Cl)OCCCN4CCOCC4. Drug 2: C1=CC(=CC=C1CCC2=CNC3=C2C(=O)NC(=N3)N)C(=O)NC(CCC(=O)O)C(=O)O. Cell line: NCI-H226. Synergy scores: CSS=20.9, Synergy_ZIP=-5.99, Synergy_Bliss=-4.11, Synergy_Loewe=0.161, Synergy_HSA=0.591. (9) Drug 1: CC1=C2C(C(=O)C3(C(CC4C(C3C(C(C2(C)C)(CC1OC(=O)C(C(C5=CC=CC=C5)NC(=O)OC(C)(C)C)O)O)OC(=O)C6=CC=CC=C6)(CO4)OC(=O)C)OC)C)OC. Drug 2: CCC1(CC2CC(C3=C(CCN(C2)C1)C4=CC=CC=C4N3)(C5=C(C=C6C(=C5)C78CCN9C7C(C=CC9)(C(C(C8N6C=O)(C(=O)OC)O)OC(=O)C)CC)OC)C(=O)OC)O.OS(=O)(=O)O. Cell line: LOX IMVI. Synergy scores: CSS=61.1, Synergy_ZIP=0.827, Synergy_Bliss=-0.504, Synergy_Loewe=4.64, Synergy_HSA=6.36. (10) Synergy scores: CSS=26.8, Synergy_ZIP=-5.61, Synergy_Bliss=0.723, Synergy_Loewe=-18.6, Synergy_HSA=-0.535. Cell line: HS 578T. Drug 1: C1=CC(=CC=C1CCCC(=O)O)N(CCCl)CCCl. Drug 2: CN(CC1=CN=C2C(=N1)C(=NC(=N2)N)N)C3=CC=C(C=C3)C(=O)NC(CCC(=O)O)C(=O)O.